From a dataset of Forward reaction prediction with 1.9M reactions from USPTO patents (1976-2016). Predict the product of the given reaction. (1) Given the reactants [CH2:1]([C:3]1[CH2:4][C@H:5]2[C@@H:8]([CH:9]=1)[C:7](=[C:10]([C:15]([O:17][CH3:18])=[O:16])[C:11]([O:13][CH3:14])=[O:12])[CH2:6]2)[CH3:2].[C-:19]#[N:20].[Na+], predict the reaction product. The product is: [C:19]([C@:7]1([CH:10]([C:15]([O:17][CH3:18])=[O:16])[C:11]([O:13][CH3:14])=[O:12])[CH2:6][C@@H:5]2[C@H:8]1[CH:9]=[C:3]([CH2:1][CH3:2])[CH2:4]2)#[N:20]. (2) The product is: [I:3][C:4]1[C:12]2[C:7](=[N:8][CH:9]=[N:10][C:11]=2[NH2:13])[N:6]([CH:14]2[CH2:19][CH2:18][N:17]([CH2:29][CH2:28][O:27][CH3:26])[CH2:16][CH2:15]2)[N:5]=1. Given the reactants Cl.Cl.[I:3][C:4]1[C:12]2[C:7](=[N:8][CH:9]=[N:10][C:11]=2[NH2:13])[N:6]([CH:14]2[CH2:19][CH2:18][NH:17][CH2:16][CH2:15]2)[N:5]=1.C(=O)([O-])[O-].[K+].[K+].[CH3:26][O:27][CH2:28][CH2:29]Br, predict the reaction product. (3) Given the reactants [C:1]([C:4]1[CH:5]=[C:6]2[C:11](=[CH:12][C:13]=1[O:14][CH3:15])[N:10]=[CH:9][CH:8]=[C:7]2Cl)(=[O:3])[NH2:2].[OH:17][C:18]1[CH:19]=[C:20]2[C:24](=[CH:25][CH:26]=1)[NH:23][CH:22]=[CH:21]2.C(N(C(C)C)CC)(C)C.CN1CCCC1=O, predict the reaction product. The product is: [C:1]([C:4]1[CH:5]=[C:6]2[C:11](=[CH:12][C:13]=1[O:14][CH3:15])[N:10]=[CH:9][CH:8]=[C:7]2[O:17][C:18]1[CH:19]=[C:20]2[C:24](=[CH:25][CH:26]=1)[NH:23][CH:22]=[CH:21]2)(=[O:3])[NH2:2]. (4) Given the reactants C([NH:4][C:5]1[CH:9]=[C:8]([Cl:10])[N:7]([C:11]2[CH:16]=[CH:15][C:14]([Br:17])=[CH:13][CH:12]=2)[C:6]=1[C:18]([O:20][CH2:21][CH3:22])=[O:19])(=O)C.Cl, predict the reaction product. The product is: [NH2:4][C:5]1[CH:9]=[C:8]([Cl:10])[N:7]([C:11]2[CH:12]=[CH:13][C:14]([Br:17])=[CH:15][CH:16]=2)[C:6]=1[C:18]([O:20][CH2:21][CH3:22])=[O:19]. (5) Given the reactants C(OC([NH:8][CH2:9][C@H:10]1[CH2:15][CH2:14][C@H:13]([C:16]([NH:18][C@H:19]([C:50]([NH:52][C:53]2[CH:54]=[CH:55][C:56]3[N:60]=[C:59]([C:61]([F:70])([F:69])[C:62]([F:68])([F:67])[C:63]([F:66])([F:65])[F:64])[NH:58][C:57]=3[CH:71]=2)=[O:51])[CH2:20][C:21]2[CH:26]=[CH:25][C:24]([C:27]3[CH:32]=[CH:31][C:30]([C:33]([NH:35][CH:36]4[CH2:41][CH2:40][N:39](C(OC(C)(C)C)=O)[CH2:38][CH2:37]4)=[O:34])=[CH:29][C:28]=3[CH3:49])=[CH:23][CH:22]=2)=[O:17])[CH2:12][CH2:11]1)=O)(C)(C)C.[ClH:72], predict the reaction product. The product is: [ClH:72].[NH2:8][CH2:9][C@H:10]1[CH2:15][CH2:14][C@H:13]([C:16]([NH:18][C@H:19]([C:50]([NH:52][C:53]2[CH:54]=[CH:55][C:56]3[N:60]=[C:59]([C:61]([F:70])([F:69])[C:62]([F:68])([F:67])[C:63]([F:64])([F:65])[F:66])[NH:58][C:57]=3[CH:71]=2)=[O:51])[CH2:20][C:21]2[CH:22]=[CH:23][C:24]([C:27]3[CH:32]=[CH:31][C:30]([C:33]([NH:35][CH:36]4[CH2:41][CH2:40][NH:39][CH2:38][CH2:37]4)=[O:34])=[CH:29][C:28]=3[CH3:49])=[CH:25][CH:26]=2)=[O:17])[CH2:12][CH2:11]1. (6) Given the reactants C([O-])(=O)C.[K+].[B:15]1([B:15]2[O:19][C:18]([CH3:21])([CH3:20])[C:17]([CH3:23])([CH3:22])[O:16]2)[O:19][C:18]([CH3:21])([CH3:20])[C:17]([CH3:23])([CH3:22])[O:16]1.I[C:25]1[CH:26]=[C:27]([C:33]2[C:34]([CH3:43])=[CH:35][C:36]([C:39]([O:41][CH3:42])=[O:40])=[N:37][CH:38]=2)[CH:28]=[CH:29][C:30]=1[O:31][CH3:32].C(OCC)(=O)C, predict the reaction product. The product is: [CH3:32][O:31][C:30]1[CH:29]=[CH:28][C:27]([C:33]2[C:34]([CH3:43])=[CH:35][C:36]([C:39]([O:41][CH3:42])=[O:40])=[N:37][CH:38]=2)=[CH:26][C:25]=1[B:15]1[O:16][C:17]([CH3:22])([CH3:23])[C:18]([CH3:20])([CH3:21])[O:19]1.